Dataset: Catalyst prediction with 721,799 reactions and 888 catalyst types from USPTO. Task: Predict which catalyst facilitates the given reaction. (1) Reactant: [NH2:1][CH:2]1[C:11]2[CH:10]=[N:9][CH:8]=[C:7]([C:12]3[CH:19]=[CH:18][C:15]([C:16]#[N:17])=[CH:14][CH:13]=3)[C:6]=2[CH2:5][CH2:4][CH2:3]1.[C:20](O)(=[O:23])[CH2:21][CH3:22].CCN=C=NCCCN(C)C.OP([O-])(O)=O.[K+]. Product: [C:16]([C:15]1[CH:14]=[CH:13][C:12]([C:7]2[C:6]3[CH2:5][CH2:4][CH2:3][CH:2]([NH:1][C:20](=[O:23])[CH2:21][CH3:22])[C:11]=3[CH:10]=[N:9][CH:8]=2)=[CH:19][CH:18]=1)#[N:17]. The catalyst class is: 2. (2) Reactant: [Br:1][C:2]1[CH:7]=[CH:6][C:5]([CH:8]([C:10]2[CH:15]=[CH:14][CH:13]=[CH:12][CH:11]=2)O)=[CH:4][C:3]=1[C:16]([F:19])([F:18])[F:17].FC(F)(F)C(O)=O.C([SiH](CC)CC)C.[NH4+].[Cl-]. Product: [CH2:8]([C:5]1[CH:6]=[CH:7][C:2]([Br:1])=[C:3]([C:16]([F:19])([F:17])[F:18])[CH:4]=1)[C:10]1[CH:11]=[CH:12][CH:13]=[CH:14][CH:15]=1. The catalyst class is: 34. (3) Reactant: [Br:1][CH2:2][CH2:3][CH2:4][C:5]([CH3:9])([CH3:8])[CH2:6][OH:7].[O:10]1[CH:15]=[CH:14][CH2:13][CH2:12][CH2:11]1. Product: [Br:1][CH2:2][CH2:3][CH2:4][C:5]([CH3:9])([CH3:8])[CH2:6][O:7][CH:11]1[CH2:12][CH2:13][CH2:14][CH2:15][O:10]1. The catalyst class is: 4. (4) Reactant: O.[NH2:2][C:3]1[N:8]=[C:7](Cl)[CH:6]=[C:5]([OH:10])[N:4]=1.[CH3:11][NH:12][CH3:13]. Product: [NH2:2][C:3]1[N:8]=[C:7]([N:12]([CH3:13])[CH3:11])[CH:6]=[C:5]([OH:10])[N:4]=1. The catalyst class is: 8. (5) Reactant: Cl.[CH2:2]([O:4][C:5]([CH:7]1[CH2:12][CH2:11][N:10](CC2C=CC=CC=2)[CH2:9][C:8]1=[O:20])=[O:6])[CH3:3].[C:32]([O:31][C:29](O[C:29]([O:31][C:32]([CH3:35])([CH3:34])[CH3:33])=[O:30])=[O:30])([CH3:35])([CH3:34])[CH3:33].C(N(CC)CC)C.[H][H]. Product: [CH2:2]([O:4][C:5]([CH:7]1[CH2:12][CH2:11][N:10]([C:29]([O:31][C:32]([CH3:33])([CH3:34])[CH3:35])=[O:30])[CH2:9][C:8]1=[O:20])=[O:6])[CH3:3]. The catalyst class is: 320. (6) Reactant: [CH3:1][O:2][C:3]1[CH:12]=[CH:11][CH:10]=[C:9]2[C:4]=1[CH2:5][CH2:6][C:7](=O)[CH2:8]2.[CH2:14]([NH2:21])[C:15]1[CH:20]=[CH:19][CH:18]=[CH:17][CH:16]=1.CC(O)=O.[BH-](OC(C)=O)(OC(C)=O)OC(C)=O.[Na+].C([O-])(O)=O.[Na+]. Product: [CH2:14]([NH:21][CH:7]1[CH2:6][CH2:5][C:4]2[C:9](=[CH:10][CH:11]=[CH:12][C:3]=2[O:2][CH3:1])[CH2:8]1)[C:15]1[CH:20]=[CH:19][CH:18]=[CH:17][CH:16]=1. The catalyst class is: 34. (7) Reactant: C([O:3][C:4](=O)[C:5]1[CH:10]=[CH:9][C:8]([O:11][C:12]2[CH:17]=[C:16]([F:18])[CH:15]=[CH:14][C:13]=2[Cl:19])=[CH:7][C:6]=1[CH2:20][N:21](CC1C=CC(OC)=CC=1OC)[CH2:22][C:23]([O:25][CH2:26][CH3:27])=[O:24])C.CCC([O-])(C)C.[K+].S(Cl)(Cl)=O. Product: [CH2:26]([O:25][C:23]([C:22]1[N:21]=[CH:20][C:6]2[C:5]([C:4]=1[OH:3])=[CH:10][CH:9]=[C:8]([O:11][C:12]1[CH:17]=[C:16]([F:18])[CH:15]=[CH:14][C:13]=1[Cl:19])[CH:7]=2)=[O:24])[CH3:27]. The catalyst class is: 76. (8) Product: [Br:1][CH:2]1[C:7]([F:8])=[CH:6][CH:5]=[CH:4][N:3]1[OH:17]. Reactant: [Br:1][C:2]1[C:7]([F:8])=[CH:6][CH:5]=[CH:4][N:3]=1.ClC1C=CC=C(C(OO)=[O:17])C=1.C([O-])(O)=O.[Na+]. The catalyst class is: 2.